This data is from Full USPTO retrosynthesis dataset with 1.9M reactions from patents (1976-2016). The task is: Predict the reactants needed to synthesize the given product. Given the product [CH3:26][O:25][C:23](=[O:24])[CH2:22][CH2:21][CH2:20][CH2:11][CH2:12][NH:8][C:1](=[O:2])/[CH:42]=[CH:41]/[CH:40]=[CH:39]/[C:33]1[CH:34]=[CH:35][CH:36]=[CH:37][CH:38]=1, predict the reactants needed to synthesize it. The reactants are: [C:1]([N:8]1[CH:12]=[CH:11]N=C1)(N1C=CN=C1)=[O:2].C1(/C=[CH:20]/[CH:21]=[CH:22]/[C:23]([OH:25])=[O:24])C=CC=CC=1.[CH2:26](N(CC)CC)C.[C:33]1(/[CH:39]=[C:40](\C)/[CH:41]=[CH:42]/C(Cl)=O)[CH:38]=[CH:37][CH:36]=[CH:35][CH:34]=1.